Dataset: Forward reaction prediction with 1.9M reactions from USPTO patents (1976-2016). Task: Predict the product of the given reaction. Given the reactants [C:1]([C:3]1[CH:8]=[CH:7][C:6]([CH:9]2[CH2:12][N:11]([C:13]([C:15]3[C:16]([CH3:28])=[CH:17][C:18]([CH:24]4[CH2:27][CH2:26][CH2:25]4)=[C:19]([CH:23]=3)[C:20]([NH2:22])=O)=[O:14])[CH2:10]2)=[CH:5][CH:4]=1)#[N:2].CO[C:31](OC)([N:33](C)C)[CH3:32].C(O)(=O)C.O.[NH2:43]N, predict the reaction product. The product is: [CH:24]1([C:18]2[C:19]([C:20]3[NH:33][C:31]([CH3:32])=[N:43][N:22]=3)=[CH:23][C:15]([C:13]([N:11]3[CH2:12][CH:9]([C:6]4[CH:7]=[CH:8][C:3]([C:1]#[N:2])=[CH:4][CH:5]=4)[CH2:10]3)=[O:14])=[C:16]([CH3:28])[CH:17]=2)[CH2:27][CH2:26][CH2:25]1.